Dataset: Drug-target binding data from BindingDB using IC50 measurements. Task: Regression. Given a target protein amino acid sequence and a drug SMILES string, predict the binding affinity score between them. We predict pIC50 (pIC50 = -log10(IC50 in M); higher means more potent). Dataset: bindingdb_ic50. The drug is O=C(O)CN1C(=O)/C(=C/c2ccc(OCc3ccccc3)c(OCc3ccc(F)cc3F)c2)SC1=S. The target protein (O74189) has sequence MAKKPVTPASKVAAKQAAVRSRHQEDVFTLDPLIDPIFQKGELRSYLVTEPSPSVLKKRSIHTKEYWMLSSLLLIAFYVRMYNLSNPNSVVFDEVHFGGFARKYILGTFFMDVHPPLAKMLFGAVGAIGGFKGDFEFKSIGDKFPDSTPYIFMRQFPALLGVGTVILCYLTLRQSGVRPIIAYITTFLLIIENSNVTISRYILLDSPLIFFIAAAIYAWKKFEIQIPFTFGWYRSLLATGIALGLALSSKWVGLFTVAWVGFLCIYQLWFLIGDLSVSTKKIWGHFFARGIILLGVPIALYLGFFAIHFQLLNKEGDGGAFMSSAFRAGLQGNKIPRDITEQVGLGSVVTIRHVDTQGGYLHSHEHFYQTGSKQQQITLYPHLDSNNKWLIEPYNGTIHNETFVPLINGMKIRLKHINTGRRLHSHDEKPPVSERDWQKECSCYGYDGFAGDANDDWVVEIVNYRSQKGEAQTFVKAINTIFRLRHAMTGHYLFSSEVKL.... The pIC50 is 5.1.